This data is from Peptide-MHC class I binding affinity with 185,985 pairs from IEDB/IMGT. The task is: Regression. Given a peptide amino acid sequence and an MHC pseudo amino acid sequence, predict their binding affinity value. This is MHC class I binding data. (1) The peptide sequence is SLIYYQNEV. The MHC is H-2-Kb with pseudo-sequence H-2-Kb. The binding affinity (normalized) is 0.384. (2) The peptide sequence is HMILGTVDKW. The MHC is Mamu-B17 with pseudo-sequence Mamu-B17. The binding affinity (normalized) is 0.491. (3) The peptide sequence is FLPRLGTEL. The MHC is H-2-Kb with pseudo-sequence H-2-Kb. The binding affinity (normalized) is 0.106. (4) The peptide sequence is YQVLVMVPK. The MHC is HLA-A30:01 with pseudo-sequence HLA-A30:01. The binding affinity (normalized) is 0.0847. (5) The binding affinity (normalized) is 0. The MHC is HLA-A24:02 with pseudo-sequence HLA-A24:02. The peptide sequence is SKSTDFLDP. (6) The peptide sequence is PYCYDTNLL. The MHC is HLA-A24:02 with pseudo-sequence HLA-A24:02. The binding affinity (normalized) is 0.311. (7) The peptide sequence is VSEKYTDMY. The binding affinity (normalized) is 0.0847. The MHC is HLA-A02:03 with pseudo-sequence HLA-A02:03.